Dataset: Reaction yield outcomes from USPTO patents with 853,638 reactions. Task: Predict the reaction yield, written as a fraction of the theoretical maximum amount of product (1.0 means a 100% yield; for example, 0.34 means a 34% yield). The reactants are [C:1]([C:3]1[C:23]([N+:24]([O-:26])=[O:25])=[CH:22][CH:21]=[CH:20][C:4]=1[O:5][CH2:6][C@H:7]1[CH2:12][CH2:11][CH2:10][N:9](C(OC(C)(C)C)=O)[CH2:8]1)#[N:2].[ClH:27]. The catalyst is O1CCOCC1. The product is [ClH:27].[N+:24]([C:23]1[CH:22]=[CH:21][CH:20]=[C:4]([O:5][CH2:6][C@H:7]2[CH2:12][CH2:11][CH2:10][NH:9][CH2:8]2)[C:3]=1[C:1]#[N:2])([O-:26])=[O:25]. The yield is 0.890.